This data is from Forward reaction prediction with 1.9M reactions from USPTO patents (1976-2016). The task is: Predict the product of the given reaction. Given the reactants [CH:1]1([N:5]2[CH2:11][CH2:10][C:9]3[CH:12]=[CH:13][C:14]([CH:16]4[CH2:21][CH2:20][NH:19][CH2:18][CH2:17]4)=[CH:15][C:8]=3[CH2:7][CH2:6]2)[CH2:4][CH2:3][CH2:2]1.Br[C:23]1[CH:24]=[CH:25][C:26]([C:29]([O:31][C:32]([CH3:35])([CH3:34])[CH3:33])=[O:30])=[N:27][CH:28]=1.C(=O)([O-])[O-].[Cs+].[Cs+].CC1(C)C2C(=C(P(C3C=CC=CC=3)C3C=CC=CC=3)C=CC=2)OC2C(P(C3C=CC=CC=3)C3C=CC=CC=3)=CC=CC1=2, predict the reaction product. The product is: [CH:1]1([N:5]2[CH2:11][CH2:10][C:9]3[CH:12]=[CH:13][C:14]([CH:16]4[CH2:21][CH2:20][N:19]([C:23]5[CH:24]=[CH:25][C:26]([C:29]([O:31][C:32]([CH3:35])([CH3:34])[CH3:33])=[O:30])=[N:27][CH:28]=5)[CH2:18][CH2:17]4)=[CH:15][C:8]=3[CH2:7][CH2:6]2)[CH2:4][CH2:3][CH2:2]1.